The task is: Predict which catalyst facilitates the given reaction.. This data is from Catalyst prediction with 721,799 reactions and 888 catalyst types from USPTO. (1) Reactant: [CH:1]1([CH2:4][C:5]([NH:7][NH:8][C:9]2[CH:14]=[C:13]([N:15]3[CH2:20][CH2:19][CH:18]([C:21]4[C:26]([O:27][CH3:28])=[CH:25][CH:24]=[CH:23][C:22]=4[F:29])[CH2:17][CH2:16]3)[N:12]=[CH:11][N:10]=2)=O)[CH2:3][CH2:2]1.P(Cl)(Cl)(Cl)=O. Product: [CH:1]1([CH2:4][C:5]2[N:10]3[CH:11]=[N:12][C:13]([N:15]4[CH2:16][CH2:17][CH:18]([C:21]5[C:26]([O:27][CH3:28])=[CH:25][CH:24]=[CH:23][C:22]=5[F:29])[CH2:19][CH2:20]4)=[CH:14][C:9]3=[N:8][N:7]=2)[CH2:3][CH2:2]1. The catalyst class is: 10. (2) Reactant: [OH-].[In+3:2].[OH-].[OH-].[NH:5]([S:13]([C:16]([F:19])([F:18])[F:17])(=[O:15])=[O:14])[S:6]([C:9]([F:12])([F:11])[F:10])(=[O:8])=[O:7]. Product: [NH:5]([S:6]([C:9]([F:12])([F:10])[F:11])(=[O:8])=[O:7])[S:13]([C:16]([F:19])([F:18])[F:17])(=[O:15])=[O:14].[NH:5]([S:6]([C:9]([F:12])([F:10])[F:11])(=[O:8])=[O:7])[S:13]([C:16]([F:19])([F:18])[F:17])(=[O:15])=[O:14].[In+3:2]. The catalyst class is: 6.